This data is from Full USPTO retrosynthesis dataset with 1.9M reactions from patents (1976-2016). The task is: Predict the reactants needed to synthesize the given product. (1) Given the product [Cl:1][C:2]1[CH:7]=[C:6]([C:13](=[O:12])[CH3:14])[CH:5]=[CH:4][N:3]=1, predict the reactants needed to synthesize it. The reactants are: [Cl:1][C:2]1[CH:7]=[C:6](C#N)[CH:5]=[CH:4][N:3]=1.CC[O:12][CH2:13][CH3:14]. (2) Given the product [NH2:66][C:46]([C:49]1[S:53][C:52]2[CH:54]=[CH:55][C:56]([CH2:58][CH2:59][CH2:60][CH2:61][CH2:62][CH2:63][CH2:64][CH3:65])=[CH:57][C:51]=2[CH:50]=1)([CH2:47][OH:48])[CH2:45][OH:44], predict the reactants needed to synthesize it. The reactants are: ClC1C=C(C2ON=C(C3C=CC4OC(C5(NC(=O)OC(C)(C)C)COC(C)(C)OC5)=CC=4C=3)N=2)C=CC=1OCCC.CC1(C)[O:48][CH2:47][C:46]([NH:66]C(=O)OC(C)(C)C)([C:49]2[S:53][C:52]3[CH:54]=[CH:55][C:56]([CH2:58][CH2:59][CH2:60][CH2:61][CH2:62][CH2:63][CH2:64][CH3:65])=[CH:57][C:51]=3[CH:50]=2)[CH2:45][O:44]1. (3) The reactants are: [I:1][C:2]1[CH:7]=[CH:6][NH:5][C:4](=[O:8])[CH:3]=1.I[CH2:10][CH2:11][OH:12].C([O-])([O-])=O.[K+].[K+]. Given the product [OH:12][CH2:11][CH2:10][N:5]1[CH:6]=[CH:7][C:2]([I:1])=[CH:3][C:4]1=[O:8], predict the reactants needed to synthesize it. (4) Given the product [NH2:22][C:21]1[C:18](=[N:17][NH:16][C:12]2[CH:13]=[CH:14][C:15]3[N:3]([CH2:1][CH3:2])[C:4]4[C:9]([C:10]=3[CH:11]=2)=[CH:8][CH:7]=[CH:6][CH:5]=4)[C:19]([NH2:20])=[N:46][N:45]=1, predict the reactants needed to synthesize it. The reactants are: [CH2:1]([N:3]1[C:15]2[CH:14]=[CH:13][C:12]([NH:16][N:17]=[C:18]([C:21]#[N:22])[C:19]#[N:20])=[CH:11][C:10]=2[C:9]2[C:4]1=[CH:5][CH:6]=[CH:7][CH:8]=2)[CH3:2].NC1C=CC2N(CC)C3C(C=2C=1)=CC=CC=3.C(#N)CC#N.O.[NH2:45][NH2:46].